From a dataset of Reaction yield outcomes from USPTO patents with 853,638 reactions. Predict the reaction yield, written as a fraction of the theoretical maximum amount of product (1.0 means a 100% yield; for example, 0.34 means a 34% yield). The reactants are [CH2:1](I)[CH2:2][CH3:3].[SH:5][C:6]1[N:10]([CH2:11][C:12]2[CH:17]=[CH:16][C:15]([C:18]3[CH:23]=[CH:22][CH:21]=[CH:20][C:19]=3[C:24]3[NH:28][N:27]=[N:26][N:25]=3)=[CH:14][CH:13]=2)[C:9]2[C:29]([C:33]([O:35][CH2:36][CH3:37])=[O:34])=[CH:30][CH:31]=[CH:32][C:8]=2[N:7]=1.[OH-].[Na+].Cl. The catalyst is C(O)C. The product is [CH2:1]([S:5][C:6]1[N:10]([CH2:11][C:12]2[CH:13]=[CH:14][C:15]([C:18]3[CH:23]=[CH:22][CH:21]=[CH:20][C:19]=3[C:24]3[NH:28][N:27]=[N:26][N:25]=3)=[CH:16][CH:17]=2)[C:9]2[C:29]([C:33]([O:35][CH2:36][CH3:37])=[O:34])=[CH:30][CH:31]=[CH:32][C:8]=2[N:7]=1)[CH2:2][CH3:3]. The yield is 0.400.